From a dataset of Catalyst prediction with 721,799 reactions and 888 catalyst types from USPTO. Predict which catalyst facilitates the given reaction. (1) Reactant: [OH:1][C:2]1[CH:7]=[C:6]([OH:8])[CH:5]=[CH:4][C:3]=1[C:9](=[O:19])[CH2:10][C:11]1[CH:16]=[CH:15][CH:14]=[CH:13][C:12]=1[O:17][CH3:18].[C:20]1(C)C=C(C)C=C(C)C=1Cl. Product: [OH:8][C:6]1[CH:7]=[C:2]2[C:3]([C:9](=[O:19])[C:10]([C:11]3[CH:16]=[CH:15][CH:14]=[CH:13][C:12]=3[O:17][CH3:18])=[CH:20][O:1]2)=[CH:4][CH:5]=1. The catalyst class is: 3. (2) Reactant: [NH:1]1[CH2:6][CH2:5][O:4][CH2:3][CH2:2]1.[Cl:7][C:8]1[N:13]=[C:12](Cl)[C:11]2[CH2:15][CH2:16][CH2:17][C:10]=2[N:9]=1. Product: [Cl:7][C:8]1[N:13]=[C:12]([N:1]2[CH2:6][CH2:5][O:4][CH2:3][CH2:2]2)[C:11]2[CH2:15][CH2:16][CH2:17][C:10]=2[N:9]=1. The catalyst class is: 8.